Dataset: Catalyst prediction with 721,799 reactions and 888 catalyst types from USPTO. Task: Predict which catalyst facilitates the given reaction. Reactant: [N:1]1[CH:6]=[CH:5][N:4]=[CH:3][C:2]=1[C:7]1[CH:12]=[CH:11][N:10]=[CH:9][C:8]=1[C:13]([O:15]C)=[O:14]. Product: [NH:1]1[CH2:6][CH2:5][NH:4][CH2:3][CH:2]1[C:7]1[CH:12]=[CH:11][N:10]=[CH:9][C:8]=1[C:13]([OH:15])=[O:14]. The catalyst class is: 24.